This data is from Forward reaction prediction with 1.9M reactions from USPTO patents (1976-2016). The task is: Predict the product of the given reaction. (1) Given the reactants [Cl:1][C:2]1[CH:3]=[C:4]([CH:9]=[CH:10][CH:11]=1)[C:5]([O:7]O)=[O:6], predict the reaction product. The product is: [Cl:1][C:2]1[CH:3]=[C:4]([CH:9]=[CH:10][CH:11]=1)[C:5]([OH:7])=[O:6]. (2) Given the reactants [Cl:1][C:2]1[CH:7]=[CH:6][CH:5]=[CH:4][C:3]=1[C:8]1[O:12][C:11](I)=[N:10][C:9]=1[C:14]([NH2:16])=[O:15].[CH3:17][C:18]1[C:19]([Sn](C)(C)C)=[CH:20][C:21]([NH:24][C:25]([CH:27]2[CH2:29][CH2:28]2)=[O:26])=[N:22][CH:23]=1.[Cl-].[Li+], predict the reaction product. The product is: [Cl:1][C:2]1[CH:7]=[CH:6][CH:5]=[CH:4][C:3]=1[C:8]1[O:12][C:11]([C:19]2[C:18]([CH3:17])=[CH:23][N:22]=[C:21]([NH:24][C:25]([CH:27]3[CH2:29][CH2:28]3)=[O:26])[CH:20]=2)=[N:10][C:9]=1[C:14]([NH2:16])=[O:15]. (3) Given the reactants Br[C:2]1[N:7]=[N:6][C:5]([NH2:8])=[N:4][CH:3]=1.[Br-].[Si:10]([O:17][CH2:18][C:19]1[S:23][C:22]([Zn+])=[N:21][CH:20]=1)([C:13]([CH3:16])([CH3:15])[CH3:14])([CH3:12])[CH3:11], predict the reaction product. The product is: [Si:10]([O:17][CH2:18][C:19]1[S:23][C:22]([C:2]2[N:7]=[N:6][C:5]([NH2:8])=[N:4][CH:3]=2)=[N:21][CH:20]=1)([C:13]([CH3:16])([CH3:14])[CH3:15])([CH3:11])[CH3:12]. (4) Given the reactants [NH:1]1[CH2:6][CH2:5][CH:4]([CH2:7][C:8]2[C:17]3[O:16][CH2:15][C:14](=[O:18])[NH:13][C:12]=3[CH:11]=[CH:10][CH:9]=2)[CH2:3][CH2:2]1.Br[CH2:20][CH2:21][O:22][C:23]1[CH:32]=[C:31]([F:33])[CH:30]=[C:29]2[C:24]=1[CH:25]=[CH:26][C:27]([CH3:34])=[N:28]2, predict the reaction product. The product is: [F:33][C:31]1[CH:30]=[C:29]2[C:24]([CH:25]=[CH:26][C:27]([CH3:34])=[N:28]2)=[C:23]([O:22][CH2:21][CH2:20][N:1]2[CH2:6][CH2:5][CH:4]([CH2:7][C:8]3[C:17]4[O:16][CH2:15][C:14](=[O:18])[NH:13][C:12]=4[CH:11]=[CH:10][CH:9]=3)[CH2:3][CH2:2]2)[CH:32]=1. (5) Given the reactants [C:1]([NH:4][C:5]1[C:14]([Cl:15])=[CH:13][C:8]([C:9]([O:11]C)=[O:10])=[C:7]([O:16][CH3:17])[CH:6]=1)(=[O:3])[CH3:2].[OH-].[Na+], predict the reaction product. The product is: [C:1]([NH:4][C:5]1[C:14]([Cl:15])=[CH:13][C:8]([C:9]([OH:11])=[O:10])=[C:7]([O:16][CH3:17])[CH:6]=1)(=[O:3])[CH3:2]. (6) The product is: [CH3:1][O:2][C:3](=[O:30])[C:4]1[CH:9]=[C:8]([C:10](=[O:26])[C:11]2[CH:16]=[CH:15][C:14]([N:17]([C:19]3[CH:24]=[CH:23][C:22]([Cl:25])=[CH:21][CH:20]=3)[CH3:18])=[CH:13][N:12]=2)[CH:7]=[CH:6][C:5]=1[NH2:27]. Given the reactants [CH3:1][O:2][C:3](=[O:30])[C:4]1[CH:9]=[C:8]([C:10](=[O:26])[C:11]2[CH:16]=[CH:15][C:14]([N:17]([C:19]3[CH:24]=[CH:23][C:22]([Cl:25])=[CH:21][CH:20]=3)[CH3:18])=[CH:13][N:12]=2)[CH:7]=[CH:6][C:5]=1[N:27]=[N+]=[N-], predict the reaction product.